Dataset: Forward reaction prediction with 1.9M reactions from USPTO patents (1976-2016). Task: Predict the product of the given reaction. (1) Given the reactants [Cl:1][C:2]1[C:3]([NH:15][C:16]2[CH:21]=[CH:20][CH:19]=[C:18]([N+:22]([O-])=O)[CH:17]=2)=[N:4][C:5]([NH:8][C:9]2[S:13][N:12]=[C:11]([CH3:14])[CH:10]=2)=[N:6][CH:7]=1, predict the reaction product. The product is: [NH2:22][C:18]1[CH:17]=[C:16]([NH:15][C:3]2[C:2]([Cl:1])=[CH:7][N:6]=[C:5]([NH:8][C:9]3[S:13][N:12]=[C:11]([CH3:14])[CH:10]=3)[N:4]=2)[CH:21]=[CH:20][CH:19]=1. (2) Given the reactants [CH3:1][N:2]([CH3:8])[C@H:3]1[CH2:7][CH2:6][NH:5][CH2:4]1.C(N(CC)CC)C.[Br:16][C:17]1[C:18](F)=[C:19]2[O:23][C:22]([CH:24]3[CH2:26][CH2:25]3)=[N:21][C:20]2=[C:27]([C:30]#[N:31])[C:28]=1[CH3:29], predict the reaction product. The product is: [Br:16][C:17]1[C:18]([N:5]2[CH2:6][CH2:7][C@H:3]([N:2]([CH3:8])[CH3:1])[CH2:4]2)=[C:19]2[O:23][C:22]([CH:24]3[CH2:25][CH2:26]3)=[N:21][C:20]2=[C:27]([C:30]#[N:31])[C:28]=1[CH3:29]. (3) Given the reactants C1(P([N:15]2[CH2:17][C@H:16]2[CH2:18][O:19][C:20]2[CH:21]=[C:22]([C:26]3[CH:27]=[C:28]4[C:33](=[C:34]([NH2:36])[N:35]=3)[CH:32]=[N:31][C:30]3[CH:37]=[C:38]([O:43][CH3:44])[C:39]([O:41][CH3:42])=[CH:40][C:29]4=3)[CH:23]=[N:24][CH:25]=2)(C2C=CC=CC=2)=O)C=CC=CC=1.[I-].[Li+].[NH2:47][C:48]1[CH:53]=[CH:52][CH:51]=[CH:50][CH:49]=1, predict the reaction product. The product is: [NH2:36][C:34]1[N:35]=[C:26]([C:22]2[CH:21]=[C:20]([O:19][CH2:18][C@@H:16]([NH2:15])[CH2:17][NH:47][C:48]3[CH:53]=[CH:52][CH:51]=[CH:50][CH:49]=3)[CH:25]=[N:24][CH:23]=2)[CH:27]=[C:28]2[C:33]=1[CH:32]=[N:31][C:30]1[CH:37]=[C:38]([O:43][CH3:44])[C:39]([O:41][CH3:42])=[CH:40][C:29]2=1. (4) Given the reactants COCCN(S(F)(F)[F:11])CCOC.O[CH2:15][CH2:16][C:17]1[CH:24]=[CH:23][C:20]([C:21]#[N:22])=[CH:19][CH:18]=1, predict the reaction product. The product is: [F:11][CH2:15][CH2:16][C:17]1[CH:24]=[CH:23][C:20]([C:21]#[N:22])=[CH:19][CH:18]=1. (5) Given the reactants [Br:1][C:2]1[CH:7]=[CH:6][CH:5]=[CH:4][CH:3]=1.[CH:8]12[CH2:13][CH:12]1[C:11](=[O:14])[O:10][C:9]2=[O:15].Cl, predict the reaction product. The product is: [Br:1][C:2]1[CH:7]=[CH:6][C:5]([C:11]([C@H:12]2[CH2:13][C@H:8]2[C:9]([OH:15])=[O:10])=[O:14])=[CH:4][CH:3]=1. (6) Given the reactants [CH3:1][N:2]([CH3:15])[S:3]([C:6]1[CH:7]=[C:8]([CH:12]=[CH:13][CH:14]=1)[C:9]([OH:11])=[O:10])(=[O:5])=[O:4].S(=O)(=O)(O)O.[CH3:21]O, predict the reaction product. The product is: [CH3:1][N:2]([CH3:15])[S:3]([C:6]1[CH:7]=[C:8]([CH:12]=[CH:13][CH:14]=1)[C:9]([O:11][CH3:21])=[O:10])(=[O:4])=[O:5].